Dataset: Reaction yield outcomes from USPTO patents with 853,638 reactions. Task: Predict the reaction yield, written as a fraction of the theoretical maximum amount of product (1.0 means a 100% yield; for example, 0.34 means a 34% yield). (1) The reactants are [C:1]([C:3]1[CH:8]=[CH:7][C:6]([NH:9][CH:10]([C:15]2[CH:20]=[C:19]([CH2:21][CH3:22])[C:18]([O:23][CH2:24][CH:25]=[CH2:26])=[C:17](Br)[CH:16]=2)[C:11]([O:13][CH3:14])=[O:12])=[CH:5][CH:4]=1)#[N:2].C([O-])([O-])=O.[Na+].[Na+].C(O[Na])=O.[NH4+].[Cl-]. The catalyst is C([O-])(=O)C.[Pd+2].C([O-])(=O)C.CC(N(C)C)=O. The product is [C:1]([C:3]1[CH:8]=[CH:7][C:6]([NH:9][CH:10]([C:15]2[CH:20]=[C:19]([CH2:21][CH3:22])[C:18]3[O:23][CH:24]=[C:25]([CH3:26])[C:17]=3[CH:16]=2)[C:11]([O:13][CH3:14])=[O:12])=[CH:5][CH:4]=1)#[N:2]. The yield is 0.270. (2) The reactants are [I:1][C:2]1[CH:3]=[C:4]2[C:8](=[CH:9][CH:10]=1)[NH:7][C:6](=[O:11])[C:5]2=O.[C:13]([OH:19])([C:15](F)(F)F)=[O:14].COC(=O)CC[CH2:25][CH2:26][CH2:27][CH2:28][CH2:29][C:30]([NH:32][C:33]1[CH:49]=[CH:48][C:36]([C:37]([NH:39][NH:40]C(OC(C)(C)C)=O)=[O:38])=[CH:35][CH:34]=1)=[O:31].[C:51](O)(=O)C. No catalyst specified. The product is [I:1][C:2]1[CH:3]=[C:4]2[C:8](=[CH:9][CH:10]=1)[NH:7][C:6](=[O:11])[C:5]2=[N:40][NH:39][C:37]([C:36]1[CH:48]=[CH:49][C:33]([NH:32][C:30](=[O:31])[CH2:29][CH2:28][CH2:27][CH2:26][CH2:25][CH2:15][C:13]([O:19][CH3:51])=[O:14])=[CH:34][CH:35]=1)=[O:38]. The yield is 0.950. (3) The product is [CH:17]12[CH2:22][CH:21]1[CH2:20][N:19]([CH2:7][C:5]1[S:6][CH:2]=[C:3]([Br:9])[N:4]=1)[CH2:18]2. The catalyst is CN(C=O)C. The reactants are C[C:2]1[S:6][C:5]([CH2:7]Br)=[N:4][C:3]=1[Br:9].C(=O)([O-])[O-].[K+].[K+].Cl.[CH:17]12[CH2:22][CH:21]1[CH2:20][NH:19][CH2:18]2. The yield is 0.780. (4) The reactants are [CH3:1][O:2][C:3]1[CH:16]=[C:15]([N+:17]([O-:19])=[O:18])[CH:14]=[CH:13][C:4]=1[O:5][C:6]1[CH:11]=[CH:10][N:9]=[C:8]([NH2:12])[CH:7]=1.CCN(C(C)C)C(C)C.[CH3:29][O:30][CH2:31][C:32](Cl)=[O:33].N. The catalyst is C1COCC1.CO. The product is [CH3:29][O:30][CH2:31][C:32]([NH:12][C:8]1[CH:7]=[C:6]([O:5][C:4]2[CH:13]=[CH:14][C:15]([N+:17]([O-:19])=[O:18])=[CH:16][C:3]=2[O:2][CH3:1])[CH:11]=[CH:10][N:9]=1)=[O:33]. The yield is 0.780. (5) The reactants are [CH3:1][O:2][C:3]([CH:5]1[CH2:10][CH:9]([O:11][C:12]2[C:21]3[C:16](=[C:17]([CH3:24])[C:18]([O:22][CH3:23])=[CH:19][CH:20]=3)[N:15]=[C:14]([C:25]3[S:26][CH:27]=[C:28]([C:30]([F:33])([F:32])[F:31])[N:29]=3)[CH:13]=2)[CH2:8][CH2:7][N:6]1C(OCC1C=CC=CC=1)=O)=[O:4].O. The catalyst is FC(F)(F)C(O)=O. The product is [CH3:1][O:2][C:3]([CH:5]1[CH2:10][CH:9]([O:11][C:12]2[C:21]3[C:16](=[C:17]([CH3:24])[C:18]([O:22][CH3:23])=[CH:19][CH:20]=3)[N:15]=[C:14]([C:25]3[S:26][CH:27]=[C:28]([C:30]([F:31])([F:33])[F:32])[N:29]=3)[CH:13]=2)[CH2:8][CH2:7][NH:6]1)=[O:4]. The yield is 0.970. (6) The catalyst is [Cu](I)I.O1CCOCC1. The yield is 0.674. The reactants are ClC1C=[C:10]2[C:5]([CH2:6][CH2:7][N:8](C3C=NC=CC=3)[C:9]2=O)=[CH:4]C=1.[F:19][C:20]1[CH:21]=[CH:22][C:23]2[S:31][C:30]3[CH2:29][CH2:28][NH:27][C:26](=[O:32])[C:25]=3[C:24]=2[CH:33]=1.IC1C=NC=CC=1C.P([O-])([O-])([O-])=O.[K+].[K+].[K+]. The product is [F:19][C:20]1[CH:21]=[CH:22][C:23]2[S:31][C:30]3[CH2:29][CH2:28][N:27]([C:6]4[CH:7]=[N:8][CH:9]=[CH:10][C:5]=4[CH3:4])[C:26](=[O:32])[C:25]=3[C:24]=2[CH:33]=1. (7) The reactants are [Br:1][C:2]1[CH:3]=[C:4]2[C:9](=[CH:10][C:11]=1[F:12])[CH:8]1[CH2:13][CH:6]([CH2:7]1)[C:5]2=[O:14].F[B-](F)(F)F.C([O+](CC)CC)C.[N+](=[CH:29][C:30]([O:32][CH2:33][CH3:34])=[O:31])=[N-]. The catalyst is ClCCl. The product is [Br:1][C:2]1[C:11]([F:12])=[CH:10][C:9]2[CH:8]3[CH2:7][CH:6]([CH2:13]3)[C:5](=[O:14])[CH:29]([C:30]([O:32][CH2:33][CH3:34])=[O:31])[C:4]=2[CH:3]=1. The yield is 0.720. (8) The reactants are [CH3:1][O:2][C:3]1[CH:4]=[C:5]([OH:12])[C:6](=[CH:10][CH:11]=1)[C:7]([OH:9])=O.O[NH:14][C:15]([C:17]1[C:22]([C:23]([F:26])([F:25])[F:24])=[CH:21][CH:20]=[CH:19][N:18]=1)=[NH:16]. No catalyst specified. The product is [CH3:1][O:2][C:3]1[CH:11]=[CH:10][C:6]([C:7]2[O:9][N:16]=[C:15]([C:17]3[C:22]([C:23]([F:26])([F:24])[F:25])=[CH:21][CH:20]=[CH:19][N:18]=3)[N:14]=2)=[C:5]([OH:12])[CH:4]=1. The yield is 0.260. (9) The reactants are [C:1]([C:3]1[CH:8]=[CH:7][C:6]([C@@H:9]2[C:14]([C:15]#[N:16])=[C:13]([CH3:17])[N:12]([C:18]3[CH:23]=[CH:22][CH:21]=[C:20]([C:24]([F:27])([F:26])[F:25])[CH:19]=3)[C:11](=[O:28])[NH:10]2)=[C:5]([S:29]([CH2:32][CH3:33])(=[O:31])=[O:30])[CH:4]=1)#[N:2].[CH3:34][Si](C)(C)[N-][Si](C)(C)C.[Li+].IC. The catalyst is C1COCC1. The product is [C:1]([C:3]1[CH:8]=[CH:7][C:6]([C@@H:9]2[C:14]([C:15]#[N:16])=[C:13]([CH3:17])[N:12]([C:18]3[CH:23]=[CH:22][CH:21]=[C:20]([C:24]([F:27])([F:26])[F:25])[CH:19]=3)[C:11](=[O:28])[N:10]2[CH3:34])=[C:5]([S:29]([CH2:32][CH3:33])(=[O:31])=[O:30])[CH:4]=1)#[N:2]. The yield is 0.820. (10) The reactants are [CH:1]1[C:10]2[C:5](=[CH:6][CH:7]=[CH:8][CH:9]=2)[CH:4]=[CH:3][C:2]=1[C:11]1[N:15]([CH2:16][CH2:17][CH2:18][CH2:19][CH2:20][CH2:21][NH:22]C(=O)OC(C)(C)C)[C:14]([SH:30])=[N:13][N:12]=1.Br[CH2:32][C:33]([C:35]1[CH:40]=[CH:39][C:38]([N:41]([CH2:44][CH3:45])[CH2:42][CH3:43])=[CH:37][CH:36]=1)=[O:34].C1(S)C=CC=CC=1.CO.[ClH:55]. The catalyst is O1CCCC1.C(OCC)C. The product is [ClH:55].[NH2:22][CH2:21][CH2:20][CH2:19][CH2:18][CH2:17][CH2:16][N:15]1[C:11]([C:2]2[CH:3]=[CH:4][C:5]3[C:10](=[CH:9][CH:8]=[CH:7][CH:6]=3)[CH:1]=2)=[N:12][N:13]=[C:14]1[S:30][CH2:32][C:33]([C:35]1[CH:40]=[CH:39][C:38]([N:41]([CH2:42][CH3:43])[CH2:44][CH3:45])=[CH:37][CH:36]=1)=[O:34]. The yield is 0.630.